From a dataset of Peptide-MHC class I binding affinity with 185,985 pairs from IEDB/IMGT. Regression. Given a peptide amino acid sequence and an MHC pseudo amino acid sequence, predict their binding affinity value. This is MHC class I binding data. (1) The peptide sequence is AIILASFSA. The MHC is HLA-A68:02 with pseudo-sequence HLA-A68:02. The binding affinity (normalized) is 0.374. (2) The peptide sequence is FMSLQSGDV. The MHC is HLA-A02:01 with pseudo-sequence HLA-A02:01. The binding affinity (normalized) is 0.0847. (3) The binding affinity (normalized) is 1.00. The peptide sequence is KRWAFRTGV. The MHC is HLA-B27:20 with pseudo-sequence HLA-B27:20. (4) The peptide sequence is HKIMASENS. The MHC is HLA-A02:01 with pseudo-sequence HLA-A02:01. The binding affinity (normalized) is 0. (5) The peptide sequence is TPGPGIRYPL. The MHC is HLA-A23:01 with pseudo-sequence HLA-A23:01. The binding affinity (normalized) is 0.